From a dataset of Catalyst prediction with 721,799 reactions and 888 catalyst types from USPTO. Predict which catalyst facilitates the given reaction. (1) Reactant: [CH3:1][N:2]1[N:11]=[N:10][C:9]2[N:5]([CH:6]=[N:7][C:8]=2[C:12]([NH2:14])=O)[C:3]1=[O:4].C1C=CC(OC2C=CC(P3(SP(C4C=CC(OC5C=CC=CC=5)=CC=4)(=S)S3)=[S:29])=CC=2)=CC=1. Product: [CH3:1][N:2]1[C:3](=[O:4])[N:5]2[CH:6]=[N:7][C:8]([C:12](=[S:29])[NH2:14])=[C:9]2[N:10]=[N:11]1. The catalyst class is: 2. (2) Reactant: C[O:2][C:3](=[O:33])[C:4]([CH3:32])([NH:6][C:7]([C:9]1[CH:18]=[CH:17][C:16]2[CH2:15][CH2:14][CH2:13][CH2:12][C:11]=2[C:10]=1[O:19][CH2:20][C:21]1[CH:26]=[CH:25][C:24]([O:27][C:28]([F:31])([F:30])[F:29])=[CH:23][CH:22]=1)=[O:8])[CH3:5].[OH-].[Na+]. Product: [CH3:32][C:4]([NH:6][C:7]([C:9]1[CH:18]=[CH:17][C:16]2[CH2:15][CH2:14][CH2:13][CH2:12][C:11]=2[C:10]=1[O:19][CH2:20][C:21]1[CH:22]=[CH:23][C:24]([O:27][C:28]([F:29])([F:31])[F:30])=[CH:25][CH:26]=1)=[O:8])([CH3:5])[C:3]([OH:33])=[O:2]. The catalyst class is: 83.